This data is from Reaction yield outcomes from USPTO patents with 853,638 reactions. The task is: Predict the reaction yield, written as a fraction of the theoretical maximum amount of product (1.0 means a 100% yield; for example, 0.34 means a 34% yield). (1) The reactants are [CH3:1][O:2][C:3]1[CH:8]=[CH:7][C:6]([CH2:9][SH:10])=[CH:5][CH:4]=1.[F-].[K+].C(=O)([O-])[O-].[K+].[K+].Br[C:20]1[C:25]([OH:26])=[CH:24][CH:23]=[CH:22][N:21]=1. The catalyst is C(OCC)(=O)C.CN(C=O)C. The product is [CH3:1][O:2][C:3]1[CH:8]=[CH:7][C:6]([CH2:9][S:10][C:20]2[C:25]([OH:26])=[CH:24][CH:23]=[CH:22][N:21]=2)=[CH:5][CH:4]=1. The yield is 0.430. (2) The reactants are [OH:1][CH:2]([CH2:7][NH:8][C:9](=[O:31])[C:10]1[CH:15]=[CH:14][C:13]([O:16][CH3:17])=[C:12](/[CH:18]=[CH:19]/[C:20]2[CH:25]=[CH:24][C:23]([O:26][C:27]([F:30])([F:29])[F:28])=[CH:22][CH:21]=2)[CH:11]=1)[CH2:3][C:4](O)=[O:5].CN1CCOCC1.ClC(OCC)=O.B.[Li]. The catalyst is O1CCCC1.O. The product is [OH:1][CH:2]([CH2:3][CH2:4][OH:5])[CH2:7][NH:8][C:9](=[O:31])[C:10]1[CH:15]=[CH:14][C:13]([O:16][CH3:17])=[C:12](/[CH:18]=[CH:19]/[C:20]2[CH:25]=[CH:24][C:23]([O:26][C:27]([F:29])([F:30])[F:28])=[CH:22][CH:21]=2)[CH:11]=1. The yield is 0.780. (3) The reactants are Br[C:2]1[CH:3]=[C:4]2[C:9](=[CH:10][CH:11]=1)[CH:8]=[N:7][CH:6]=[CH:5]2.[CH:12]([Sn](CCCC)(CCCC)CCCC)=[CH2:13]. The catalyst is O1CCOCC1.C1C=CC([P]([Pd]([P](C2C=CC=CC=2)(C2C=CC=CC=2)C2C=CC=CC=2)([P](C2C=CC=CC=2)(C2C=CC=CC=2)C2C=CC=CC=2)[P](C2C=CC=CC=2)(C2C=CC=CC=2)C2C=CC=CC=2)(C2C=CC=CC=2)C2C=CC=CC=2)=CC=1. The product is [CH:12]([C:2]1[CH:3]=[C:4]2[C:9](=[CH:10][CH:11]=1)[CH:8]=[N:7][CH:6]=[CH:5]2)=[CH2:13]. The yield is 0.800. (4) The product is [OH:2][C:3]1[C:4]([CH2:14][CH2:15][C:16]2[CH:17]=[CH:18][CH:19]=[CH:20][CH:21]=2)=[C:5]2[C:10](=[CH:11][CH:12]=1)[C:9](=[O:13])[CH2:8][CH2:7][CH2:6]2. The yield is 0.750. The catalyst is CS(C)=O. The reactants are C[O:2][C:3]1[C:4]([CH2:14][CH2:15][C:16]2[CH:21]=[CH:20][CH:19]=[CH:18][CH:17]=2)=[C:5]2[C:10](=[CH:11][CH:12]=1)[C:9](=[O:13])[CH2:8][CH2:7][CH2:6]2.[C-]#N.[Na+]. (5) The reactants are C([NH:5][S:6]([C:9]1[CH:14]=[CH:13][CH:12]=[C:11]([C:15]2[N:16]=[CH:17][N:18]([C:20]3[CH:25]=[C:24]([CH3:26])[CH:23]=[C:22]([C:27]4[CH:32]=[CH:31][C:30]([Cl:33])=[CH:29][CH:28]=4)[N:21]=3)[CH:19]=2)[CH:10]=1)(=[O:8])=[O:7])(C)(C)C.C(O)(C(F)(F)F)=O. No catalyst specified. The product is [Cl:33][C:30]1[CH:31]=[CH:32][C:27]([C:22]2[N:21]=[C:20]([N:18]3[CH:19]=[C:15]([C:11]4[CH:10]=[C:9]([S:6]([NH2:5])(=[O:7])=[O:8])[CH:14]=[CH:13][CH:12]=4)[NH:16][CH2:17]3)[CH:25]=[C:24]([CH3:26])[CH:23]=2)=[CH:28][CH:29]=1. The yield is 1.01.